This data is from Reaction yield outcomes from USPTO patents with 853,638 reactions. The task is: Predict the reaction yield, written as a fraction of the theoretical maximum amount of product (1.0 means a 100% yield; for example, 0.34 means a 34% yield). (1) The reactants are C(O[C:6]([N:8]1[CH2:13][CH2:12][N:11]([C:14]2[C:19]([NH:20][S:21]([CH3:24])(=[O:23])=[O:22])=[CH:18][CH:17]=[CH:16][C:15]=2[Cl:25])[CH2:10][CH2:9]1)=O)(C)(C)C.FC(F)(F)C(O)=O.[CH3:33][S:34]([N:37]1[CH2:42][CH2:41][C:40]2[N:43]([CH2:56][CH:57]3C[O:58]3)[N:44]=[C:45]([C:46]3[CH:51]=[CH:50][C:49]([C:52]([F:55])([F:54])[F:53])=[CH:48][CH:47]=3)[C:39]=2[CH2:38]1)(=[O:36])=[O:35]. The catalyst is C(Cl)Cl. The product is [Cl:25][C:15]1[C:14]([N:11]2[CH2:10][CH2:9][N:8]([CH2:6][CH:57]([OH:58])[CH2:56][N:43]3[C:40]4[CH2:41][CH2:42][N:37]([S:34]([CH3:33])(=[O:36])=[O:35])[CH2:38][C:39]=4[C:45]([C:46]4[CH:51]=[CH:50][C:49]([C:52]([F:54])([F:55])[F:53])=[CH:48][CH:47]=4)=[N:44]3)[CH2:13][CH2:12]2)=[C:19]([NH:20][S:21]([CH3:24])(=[O:22])=[O:23])[CH:18]=[CH:17][CH:16]=1. The yield is 0.200. (2) The reactants are [C:1]([CH2:4][CH2:5][C:6]1[C:7]([CH3:13])=[C:8]([CH:11]=O)[NH:9][CH:10]=1)([OH:3])=[O:2].[C:14]1([C:20]2[CH:28]=[C:27]3[C:23]([CH2:24][C:25](=[O:29])[NH:26]3)=[CH:22][CH:21]=2)[CH:19]=[CH:18][CH:17]=[CH:16][CH:15]=1. The catalyst is N1CCCCC1.C(O)C. The product is [CH3:13][C:7]1[C:6]([CH2:5][CH2:4][C:1]([OH:3])=[O:2])=[CH:10][NH:9][C:8]=1[CH:11]=[C:24]1[C:23]2[C:27](=[CH:28][C:20]([C:14]3[CH:19]=[CH:18][CH:17]=[CH:16][CH:15]=3)=[CH:21][CH:22]=2)[NH:26][C:25]1=[O:29]. The yield is 0.780. (3) The reactants are [C:1]([O:5][C:6]([N:8]1[CH2:13][CH2:12][CH:11]([CH:14]([N:16]2[C:24]3[C:19](=[CH:20][CH:21]=[CH:22][CH:23]=3)[C:18]([C:25](O)=[O:26])=[C:17]2[CH3:28])[CH3:15])[CH2:10][CH2:9]1)=[O:7])([CH3:4])([CH3:3])[CH3:2].Cl.[NH2:30][CH2:31][C:32]1[C:33](=[O:41])[NH:34][C:35]([CH3:40])=[CH:36][C:37]=1[O:38][CH3:39].CN(C=O)C.CCN(C(C)C)C(C)C.CCOC(C(C#N)=NOC(N1CCOCC1)=[N+](C)C)=O.F[P-](F)(F)(F)(F)F. The catalyst is O. The product is [CH3:39][O:38][C:37]1[CH:36]=[C:35]([CH3:40])[NH:34][C:33](=[O:41])[C:32]=1[CH2:31][NH:30][C:25]([C:18]1[C:19]2[C:24](=[CH:23][CH:22]=[CH:21][CH:20]=2)[N:16]([CH:14]([CH:11]2[CH2:10][CH2:9][N:8]([C:6]([O:5][C:1]([CH3:2])([CH3:4])[CH3:3])=[O:7])[CH2:13][CH2:12]2)[CH3:15])[C:17]=1[CH3:28])=[O:26]. The yield is 0.653. (4) The reactants are [CH3:1][O:2][C:3]1[CH:4]=[C:5]([CH:9]=[C:10]([O:14][CH3:15])[C:11]=1[O:12][CH3:13])[C:6]([OH:8])=O.C(C1NC=CN=1)(C1NC=CN=1)=O.[NH:28]1[C:32]2[CH:33]=[CH:34][CH:35]=[CH:36][C:31]=2[N:30]=[C:29]1[C:37]1[CH:46]=[CH:45][C:40](/[C:41](=[N:43]/O)/[NH2:42])=[CH:39][CH:38]=1. The catalyst is CN(C=O)C. The product is [NH:28]1[C:32]2[CH:33]=[CH:34][CH:35]=[CH:36][C:31]=2[N:30]=[C:29]1[C:37]1[CH:46]=[CH:45][C:40]([C:41]2[N:42]=[C:6]([C:5]3[CH:9]=[C:10]([O:14][CH3:15])[C:11]([O:12][CH3:13])=[C:3]([O:2][CH3:1])[CH:4]=3)[O:8][N:43]=2)=[CH:39][CH:38]=1. The yield is 0.565. (5) The reactants are [F:1][C:2]([F:26])([F:25])[O:3][C:4]1[CH:5]=[C:6]([CH:10]([C:14]2[CH:19]=[CH:18][CH:17]=[C:16]([O:20][C:21]([F:24])([F:23])[F:22])[CH:15]=2)[C:11]([OH:13])=[O:12])[CH:7]=[CH:8][CH:9]=1.[Li][CH2:28][CH2:29][CH2:30]C.C([Br:39])C1C=CC=CC=1.[CH2:40]1[CH2:44]O[CH2:42][CH2:41]1. No catalyst specified. The product is [Br:39][C:40]1[CH:44]=[CH:28][C:29]([CH2:30][C:10]([C:14]2[CH:19]=[CH:18][CH:17]=[C:16]([O:20][C:21]([F:24])([F:23])[F:22])[CH:15]=2)([C:6]2[CH:7]=[CH:8][CH:9]=[C:4]([O:3][C:2]([F:25])([F:26])[F:1])[CH:5]=2)[C:11]([OH:13])=[O:12])=[CH:42][CH:41]=1. The yield is 0.810. (6) The catalyst is C1(C)C=CC=CC=1.CCOC(C)=O.C1C=CC(/C=C/C(/C=C/C2C=CC=CC=2)=O)=CC=1.C1C=CC(/C=C/C(/C=C/C2C=CC=CC=2)=O)=CC=1.[Pd].C1COCC1. The yield is 0.920. The reactants are Br[C:2]1[CH:3]=[N:4][C:5]([N:8]2[CH2:13][CH2:12][N:11]([C:14]([O:16][C:17]([CH3:20])([CH3:19])[CH3:18])=[O:15])[CH2:10][CH2:9]2)=[N:6][CH:7]=1.CC(C)([O-])C.[Na+].C(=[NH:40])(C1C=CC=CC=1)C1C=CC=CC=1.C1C=CC(P(C2C(C3C(P(C4C=CC=CC=4)C4C=CC=CC=4)=CC=C4C=3C=CC=C4)=C3C(C=CC=C3)=CC=2)C2C=CC=CC=2)=CC=1.C(=O)([O-])O.[Na+]. The product is [NH2:40][C:2]1[CH:3]=[N:4][C:5]([N:8]2[CH2:13][CH2:12][N:11]([C:14]([O:16][C:17]([CH3:20])([CH3:19])[CH3:18])=[O:15])[CH2:10][CH2:9]2)=[N:6][CH:7]=1. (7) The reactants are [CH:1]([C:3]12[N:9]([C:10]([O:12][C:13]([CH3:16])([CH3:15])[CH3:14])=[O:11])[CH:6]([CH2:7][CH2:8]1)[CH2:5][CH2:4]2)=O.[CH3:17][C:18]([S@:21]([NH2:23])=[O:22])([CH3:20])[CH3:19]. The catalyst is O1CCCC1.C(=O)(O)[O-].[Na+].C(OCC)(=O)C.C(O[Ti](OCC)(OCC)OCC)C. The product is [C:18]([S@:21]([N:23]=[CH:1][C:3]12[N:9]([C:10]([O:12][C:13]([CH3:16])([CH3:15])[CH3:14])=[O:11])[CH:6]([CH2:7][CH2:8]1)[CH2:5][CH2:4]2)=[O:22])([CH3:20])([CH3:19])[CH3:17]. The yield is 0.840. (8) The reactants are Br[C:2]1[CH:12]=[CH:11][C:5]([C:6]([O:8][CH2:9][CH3:10])=[O:7])=[CH:4][CH:3]=1.C1(P(C2C=CC=CC=2)C2C=CC3C(=CC=CC=3)C=2C2C3C(=CC=CC=3)C=CC=2P(C2C=CC=CC=2)C2C=CC=CC=2)C=CC=CC=1.C(=O)([O-])[O-].[Cs+].[Cs+].[CH:65]12[CH2:71][CH:68]([NH:69][CH2:70]1)[CH2:67][N:66]2[C:72]([O:74][C:75]([CH3:78])([CH3:77])[CH3:76])=[O:73]. The catalyst is C1C=CC(/C=C/C(/C=C/C2C=CC=CC=2)=O)=CC=1.C1C=CC(/C=C/C(/C=C/C2C=CC=CC=2)=O)=CC=1.C1C=CC(/C=C/C(/C=C/C2C=CC=CC=2)=O)=CC=1.C(Cl)(Cl)Cl.[Pd].[Pd].C1(C)C=CC=CC=1. The product is [CH2:9]([O:8][C:6]([C:5]1[CH:11]=[CH:12][C:2]([N:69]2[CH2:70][CH:65]3[CH2:71][CH:68]2[CH2:67][N:66]3[C:72]([O:74][C:75]([CH3:78])([CH3:77])[CH3:76])=[O:73])=[CH:3][CH:4]=1)=[O:7])[CH3:10]. The yield is 0.920.